Dataset: Reaction yield outcomes from USPTO patents with 853,638 reactions. Task: Predict the reaction yield, written as a fraction of the theoretical maximum amount of product (1.0 means a 100% yield; for example, 0.34 means a 34% yield). The reactants are [C:1]1([C:13]2[CH:18]=[CH:17][CH:16]=[CH:15][CH:14]=2)[CH:6]=[CH:5][C:4]([CH2:7][CH2:8][C:9](OC)=[O:10])=[CH:3][CH:2]=1.[H-].[Al+3].[Li+].[H-].[H-].[H-].[OH-].[Na+]. The catalyst is C1COCC1. The product is [C:1]1([C:13]2[CH:14]=[CH:15][CH:16]=[CH:17][CH:18]=2)[CH:2]=[CH:3][C:4]([CH2:7][CH2:8][CH2:9][OH:10])=[CH:5][CH:6]=1. The yield is 1.00.